From a dataset of Reaction yield outcomes from USPTO patents with 853,638 reactions. Predict the reaction yield, written as a fraction of the theoretical maximum amount of product (1.0 means a 100% yield; for example, 0.34 means a 34% yield). The reactants are [CH2:1]1[S:6](=[O:8])(=[O:7])[O:5][CH2:4][CH2:3][CH2:2]1.[C:9]([N:16]1[CH2:21][CH2:20][NH:19][CH2:18][CH2:17]1)([O:11][C:12]([CH3:15])([CH3:14])[CH3:13])=[O:10]. The catalyst is ClC1C=CC=CC=1. The product is [C:12]([O:11][C:9]([N:16]1[CH2:21][CH2:20][N:19]([CH2:4][CH2:3][CH2:2][CH2:1][S:6]([OH:5])(=[O:8])=[O:7])[CH2:18][CH2:17]1)=[O:10])([CH3:15])([CH3:13])[CH3:14]. The yield is 0.924.